Dataset: Full USPTO retrosynthesis dataset with 1.9M reactions from patents (1976-2016). Task: Predict the reactants needed to synthesize the given product. (1) Given the product [CH2:6]([N:7]1[C:11](=[O:12])[N:10]([C:13]2[S:17][C:16]([C:18]([OH:20])=[O:19])=[C:15]([CH3:23])[CH:14]=2)[CH:9]=[N:8]1)[C:5]1[CH:24]=[CH:25][CH:2]=[CH:3][CH:4]=1, predict the reactants needed to synthesize it. The reactants are: F[C:2]1[CH:25]=[CH:24][C:5]([CH2:6][N:7]2[C:11](=[O:12])[N:10]([C:13]3[S:17][C:16]([C:18]([O:20]CC)=[O:19])=[C:15]([CH3:23])[CH:14]=3)[CH:9]=[N:8]2)=[CH:4][CH:3]=1.C(N1C(=O)N(C2C(C)=C(C([O-])=O)SC=2)C=N1)C1C=CC=CC=1. (2) Given the product [CH3:1][C:2]1[CH:11]=[CH:10][CH:9]=[C:8]2[C:3]=1[CH:4]([C:12]1[NH:16][CH:15]=[CH:14][N:13]=1)[CH2:5][CH2:6][O:7]2, predict the reactants needed to synthesize it. The reactants are: [CH3:1][C:2]1[CH:11]=[CH:10][CH:9]=[C:8]2[C:3]=1[C:4]([C:12]1[NH:13][CH:14]=[CH:15][N:16]=1)=[CH:5][CH2:6][O:7]2. (3) Given the product [CH3:32][O:33][C:34]1[C:35]([O:7][C@H:8]2[CH2:12][CH2:11][N:10]([CH2:13][C:14]3[CH:19]=[CH:18][CH:17]=[CH:16][CH:15]=3)[CH2:9]2)=[C:36]2[C:40](=[CH:41][CH:42]=1)[CH2:39][CH2:38][CH2:37]2, predict the reactants needed to synthesize it. The reactants are: [H-].[Na+].CS([O:7][C@@H:8]1[CH2:12][CH2:11][N:10]([CH2:13][C:14]2[CH:19]=[CH:18][CH:17]=[CH:16][CH:15]=2)[CH2:9]1)(=O)=O.S([O-])(=O)(=O)C.C1(C)C=CC=CC=1.[CH3:32][O:33][C:34]1[CH:42]=[CH:41][C:40]2[CH2:39][CH2:38][CH2:37][C:36]=2[C:35]=1O. (4) Given the product [CH2:14]([Si:17]([CH2:26][CH:12]=[CH2:13])([CH2:18][CH:19]=[CH2:20])[CH2:23][CH2:24][CH2:25][SiH:8]([CH2:20][CH2:19][CH2:18][Si:17]([CH2:26][CH:27]=[CH2:28])([CH2:14][CH:15]=[CH2:16])[CH2:23][CH:24]=[CH2:25])[CH2:3][O:2][CH3:1])[CH:15]=[CH2:16], predict the reactants needed to synthesize it. The reactants are: [CH3:1][O:2][C:3]([SiH3:8])(OC)OC.C(O[CH2:12][CH3:13])C.[CH2:14]([Si:17]([CH2:26][CH:27]=[CH2:28])([CH2:23][CH:24]=[CH2:25])[CH2:18][CH2:19][CH2:20][Mg]Br)[CH:15]=[CH2:16].Cl. (5) Given the product [OH:22][CH:21]([C:20]1[CH:23]=[CH:24][CH:25]=[CH:26][C:19]=1[N+:16]([O-:18])=[O:17])[C:6]1[S:5][C:4]([CH:1]([CH3:3])[CH3:2])=[N:8][C:7]=1[C:9]#[N:10], predict the reactants needed to synthesize it. The reactants are: [CH:1]([C:4]1[S:5][CH:6]=[C:7]([C:9]#[N:10])[N:8]=1)([CH3:3])[CH3:2].C([Li])CCC.[N+:16]([C:19]1[CH:26]=[CH:25][CH:24]=[CH:23][C:20]=1[CH:21]=[O:22])([O-:18])=[O:17]. (6) Given the product [CH3:1][C:2]1[N:3]([CH2:18][CH:19]2[CH2:24][CH2:23][N:22]([C:25]([O:27][C:28]([CH3:29])([CH3:31])[CH3:30])=[O:26])[CH2:21][CH2:20]2)[CH:4]=[CH:5][N:6]=1, predict the reactants needed to synthesize it. The reactants are: [CH3:1][C:2]1[NH:3][CH:4]=[CH:5][N:6]=1.S(O[CH2:18][CH:19]1[CH2:24][CH2:23][N:22]([C:25]([O:27][C:28]([CH3:31])([CH3:30])[CH3:29])=[O:26])[CH2:21][CH2:20]1)(C1C=CC(C)=CC=1)(=O)=O.